Dataset: Peptide-MHC class II binding affinity with 134,281 pairs from IEDB. Task: Regression. Given a peptide amino acid sequence and an MHC pseudo amino acid sequence, predict their binding affinity value. This is MHC class II binding data. (1) The peptide sequence is IVPPADKYRTFVATF. The MHC is HLA-DQA10501-DQB10301 with pseudo-sequence HLA-DQA10501-DQB10301. The binding affinity (normalized) is 0.396. (2) The peptide sequence is FAVATITHAAELQRV. The MHC is HLA-DQA10102-DQB10502 with pseudo-sequence HLA-DQA10102-DQB10502. The binding affinity (normalized) is 0.540. (3) The MHC is DRB1_0401 with pseudo-sequence DRB1_0401. The binding affinity (normalized) is 0.438. The peptide sequence is SQDLELSWNLNFLQAY. (4) The peptide sequence is AGLLGVVSTVLLGGV. The MHC is DRB1_1501 with pseudo-sequence DRB1_1501. The binding affinity (normalized) is 0.451. (5) The peptide sequence is ALSYYPTPLAKEDFL. The MHC is DRB4_0101 with pseudo-sequence DRB4_0103. The binding affinity (normalized) is 0.450. (6) The peptide sequence is TMAGCGYLMFLGGVK. The MHC is HLA-DQA10601-DQB10402 with pseudo-sequence HLA-DQA10601-DQB10402. The binding affinity (normalized) is 0. (7) The peptide sequence is AYGIPKVPPGPNITA. The MHC is HLA-DPA10301-DPB10402 with pseudo-sequence HLA-DPA10301-DPB10402. The binding affinity (normalized) is 0.